From a dataset of Reaction yield outcomes from USPTO patents with 853,638 reactions. Predict the reaction yield, written as a fraction of the theoretical maximum amount of product (1.0 means a 100% yield; for example, 0.34 means a 34% yield). The reactants are [Cl:1][C:2]1[S:3][C:4]([C:8]([OH:10])=O)=[C:5]([Cl:7])[N:6]=1.CCN(CC)CC.C1(P([N:32]=[N+:33]=[N-:34])(C2C=CC=CC=2)=O)C=CC=CC=1. The catalyst is C1(C)C=CC=CC=1. The product is [Cl:1][C:2]1[S:3][C:4]([C:8]([N:32]=[N+:33]=[N-:34])=[O:10])=[C:5]([Cl:7])[N:6]=1. The yield is 0.820.